The task is: Binary Classification. Given a miRNA mature sequence and a target amino acid sequence, predict their likelihood of interaction.. This data is from Experimentally validated miRNA-target interactions with 360,000+ pairs, plus equal number of negative samples. (1) The miRNA is hsa-miR-3065-5p with sequence UCAACAAAAUCACUGAUGCUGGA. The protein sequence of the target gene is MWPAGAGTKLPCPRDSALRRAAFSGNLTALPSHLVPAGRSVRVFISANPEDTGAERQALRETVYPKLREFCRENYGLEFQVIDLYWGIEEDEWDSPELQKMRMKLLEECLKTSAGPCFVGLLGEKYGNIRIPGEVEASEFEMILDAAVEAKLETKLLEDWYCRDENSVPAAYYLRPRLEVPRSNKNSTQPSASSEQERPWQEISDEIKTIFKAAVKLLHEQGKMKQSQAKRYLFSAIEDEFDFALGKQTPAFLKKCVCYIRKIANIERFVKIPEMGKYMDITGTDPRIVRDPEAQEKLIK.... Result: 0 (no interaction). (2) The miRNA is hsa-miR-6761-3p with sequence UCCUACGCUGCUCUCUCACUCC. The protein sequence of the target gene is MESNLQGTFLLNNTPLAQFPEMKAPVCQYSVQNSFYKLSPPGLGPQLAAGTPHGITDILSRPVAAPNNSLLSGYPHVAGFGGLSSQGVYYSPQVGNFSKAGNEYPTRTRNCWADTGQDWRGGRQCSNTPDPLSDSIHKKKHTRPTFTGHQIFALEKTFEQTKYLAGPERARLAYSLGMTESQVKVWFQNRRTKWRKKSALEPSSSTPRAPGGAGAGAGGDRAPSENEDDEYNKPLDPDSDDEKIRLLLRKHRAAFSVLSLGAHSV. Result: 0 (no interaction). (3) Result: 1 (interaction). The protein sequence of the target gene is MHIKSIILEGFKSYAQRTEVNGFDPLFNAITGLNGSGKSNILDSICFLLGISNLSQVRASNLQDLVYKNGQAGITKASVSITFDNSDKKQSPLGFEVHDEITVTRQVVIGGRNKYLINGVNANNTRVQDLFCSVGLNVNNPHFLIMQGRITKVLNMKPPEILSMIEEAAGTRMYEYKKIAAQKTIEKKEAKLKEIKTILEEEITPTIQKLKEERSSYLEYQKVMREIEHLSRLYIAYQFLLAEDTKVRSAEELKEMQDKVIKLQEELSENDKKIKALNHEIEELEKRKDKETGGILRSLE.... The miRNA is hsa-miR-222-3p with sequence AGCUACAUCUGGCUACUGGGU. (4) The miRNA is hsa-miR-6889-5p with sequence UCGGGGAGUCUGGGGUCCGGAAU. The protein sequence of the target gene is MCQETPPRPRAPSRWTPALLALLALGGAGLCHASSQPGYHARPSARNKNWCAYIVNKNVSCTVQEGSESFIQAQYNCPWNQMPCPSALVYRVNFRPRFVTRYKIVTQLEWRCCPGFRGPDCQEGPKDHMKTPRPPSARPKNNLKKATDTDPSQVSQPKKTLSPTNAVEPGQVADAKQGPPELQQSKVQVLEEKVVRLTRMVLDLQSTVVGLKENLKHTIQDDGRKEPDSWLGPLHPQPTPDSPLAGDAEPSQLPGIPSSKESGMKDIKSELAEVKDTLKTKSDKLEELDGKVKGYEGQLK.... Result: 0 (no interaction). (5) The miRNA is mmu-miR-298-5p with sequence GGCAGAGGAGGGCUGUUCUUCCC. The protein sequence of the target gene is MVASSFAVLRASRLCQQDWKSWARLFVPPPLSTGGRTTWARTNATLSVEPEGRSCWDEPLSIAVRGLAPEQPVTLRSALRDEKGALFRAHARYRADAGGELNLARAPALGGSFSGLEPMGLLWAMEPERPLWRLIKRDVQTPFLVELEVLDGHEPDGGQRLAQAVHERHFLAPGVRRVPVREGRVRATLFLPPEPGPFPGIIDLFGVGGGLLEYRASLLAGKGFAVMALAYYNYDDLPKSIETMHMEYFEEAVNYLRSHPEVKGPGIGLLGISKGGELGLAMASFLKGITAAVVINGSVA.... Result: 1 (interaction). (6) The miRNA is hsa-miR-6086 with sequence GGAGGUUGGGAAGGGCAGAG. The protein sequence of the target gene is MGCGLRKLEDPDDSSPGKIFSTLKRPQVETKTEFAYEYVLLDFTLQASSNPEVIKINSILDIVTKVENYYLKGYIVGAIHPVIQPVGQRKHLPASYLYRVVLLRLKLSPKNSAAPSGQRRPRLVIEECPLTSEAQTNDAAKELIEKINVAAKRGMKFVGFISQHYSPSKFCNGTNHDGDIESMLHVRHGSDENCRSWNEGTLSGQSSESGIEEELHHESGQYQMEQNGSPTSSKSRKGEASDNKLYTVFNAFDDDSTSWAYQEGILSMKVTRKGSVISTLDADWLELTTFYYKQGLSLID.... Result: 1 (interaction). (7) The miRNA is hsa-miR-4520-2-3p with sequence UUUGGACAGAAAACACGCAGGU. The protein sequence of the target gene is MTVKAEAARSTLTYSRMRGMVAILIAFMKQRRMGLNDFIQKIASNTYACKHAEVQSILKMSHPQEPELMNANPSPPPSPSQQINLGPSSNPHAKPSDFHFLKVIGKGSFGKVLLARHKAEEVFYAVKVLQKKAILKKKEEKHIMSERNVLLKNVKHPFLVGLHFSFQTADKLYFVLDYINGGELFYHLQRERCFLEPRARFYAAEIASALGYLHSLNIVYRDLKPENILLDSQGHIVLTDFGLCKENIEHNGTTSTFCGTPEYLAPEVLHKQPYDRTVDWWCLGAVLYEMLYGLPPFYSR.... Result: 0 (no interaction).